From a dataset of Catalyst prediction with 721,799 reactions and 888 catalyst types from USPTO. Predict which catalyst facilitates the given reaction. Reactant: [CH3:1][O:2][C:3]1[N:8]=[CH:7][C:6]([NH:9][NH:10][C:11]([NH2:13])=[O:12])=[CH:5][CH:4]=1.N1C=CC=CC=1.[CH3:20][O:21][C:22]1[CH:30]=[CH:29][C:25]([C:26](Cl)=[O:27])=[CH:24][CH:23]=1.O. Product: [CH3:20][O:21][C:22]1[CH:30]=[CH:29][C:25]([C:26]([N:9]([C:6]2[CH:7]=[N:8][C:3]([O:2][CH3:1])=[CH:4][CH:5]=2)[NH:10][C:11]([NH2:13])=[O:12])=[O:27])=[CH:24][CH:23]=1. The catalyst class is: 11.